This data is from Reaction yield outcomes from USPTO patents with 853,638 reactions. The task is: Predict the reaction yield, written as a fraction of the theoretical maximum amount of product (1.0 means a 100% yield; for example, 0.34 means a 34% yield). (1) The reactants are [F:1][C:2]1[C:11]([NH:12][S:13]([C:16]2[CH:21]=[CH:20][C:19]([O:22]C)=[CH:18][CH:17]=2)(=[O:15])=[O:14])=[CH:10][C:5]2[B:6]([OH:9])[O:7][CH2:8][C:4]=2[CH:3]=1.B(Br)(Br)Br. The catalyst is C(Cl)Cl. The product is [F:1][C:2]1[C:11]([NH:12][S:13]([C:16]2[CH:17]=[CH:18][C:19]([OH:22])=[CH:20][CH:21]=2)(=[O:14])=[O:15])=[CH:10][C:5]2[B:6]([OH:9])[O:7][CH2:8][C:4]=2[CH:3]=1. The yield is 0.0100. (2) The reactants are [Cl:1][C:2]1[C:10]2[N:9]=[C:8]([O:11][C:12]3[C:17]([CH3:18])=[CH:16][C:15]([Cl:19])=[CH:14][C:13]=3[Cl:20])[N:7]([CH3:21])[C:6]=2[C:5]([CH:22]([CH2:25][CH3:26])[CH:23]=[CH2:24])=[CH:4][CH:3]=1.[O:27]1CCCC1.O1CCCC1.[OH-].[Na+].OO. The catalyst is O1CCCC1.S([O-])([O-])(=O)=S.[Na+].[Na+].C(O)C. The product is [Cl:1][C:2]1[C:10]2[N:9]=[C:8]([O:11][C:12]3[C:17]([CH3:18])=[CH:16][C:15]([Cl:19])=[CH:14][C:13]=3[Cl:20])[N:7]([CH3:21])[C:6]=2[C:5]([CH:22]([CH2:25][CH3:26])[CH2:23][CH2:24][OH:27])=[CH:4][CH:3]=1. The yield is 0.530.